From a dataset of Peptide-MHC class II binding affinity with 134,281 pairs from IEDB. Regression. Given a peptide amino acid sequence and an MHC pseudo amino acid sequence, predict their binding affinity value. This is MHC class II binding data. The peptide sequence is YDKFLANVGTVLTGK. The MHC is DRB1_1101 with pseudo-sequence DRB1_1101. The binding affinity (normalized) is 0.374.